Dataset: Full USPTO retrosynthesis dataset with 1.9M reactions from patents (1976-2016). Task: Predict the reactants needed to synthesize the given product. Given the product [Cl:1][C:2]1[CH:3]=[CH:4][C:5]([C:8]2[O:16][C:15]3[CH:14]=[CH:13][N:12]([C:22]4[CH:23]=[CH:24][C:25]([C:26]([O:28][CH3:29])=[O:27])=[C:20]([O:19][CH3:18])[CH:21]=4)[C:11](=[O:17])[C:10]=3[CH:9]=2)=[CH:6][CH:7]=1, predict the reactants needed to synthesize it. The reactants are: [Cl:1][C:2]1[CH:7]=[CH:6][C:5]([C:8]2[O:16][C:15]3[CH:14]=[CH:13][NH:12][C:11](=[O:17])[C:10]=3[CH:9]=2)=[CH:4][CH:3]=1.[CH3:18][O:19][C:20]1[CH:21]=[C:22](B(O)O)[CH:23]=[CH:24][C:25]=1[C:26]([O:28][CH3:29])=[O:27].C(N(CC)CC)C.N1C=CC=CC=1.